Regression. Given a peptide amino acid sequence and an MHC pseudo amino acid sequence, predict their binding affinity value. This is MHC class I binding data. From a dataset of Peptide-MHC class I binding affinity with 185,985 pairs from IEDB/IMGT. The peptide sequence is MTFPVSLEY. The MHC is HLA-C06:02 with pseudo-sequence HLA-C06:02. The binding affinity (normalized) is 0.659.